This data is from Catalyst prediction with 721,799 reactions and 888 catalyst types from USPTO. The task is: Predict which catalyst facilitates the given reaction. (1) Reactant: [OH:1][CH2:2][C@@H:3]([C@H:5]([C@@H:7]([C@@H:9]([CH2:11][OH:12])[OH:10])[OH:8])[OH:6])[OH:4].[CH:13](=O)[C:14]1[CH:19]=[CH:18][CH:17]=[CH:16][CH:15]=1. Product: [CH:17]1[CH:18]=[CH:19][C:14]([CH:13]2[O:6][C@H:5]([C@H:3]([OH:4])[CH2:2][OH:1])[C@H:7]([OH:8])[C@H:9]([CH2:11][OH:12])[O:10]2)=[CH:15][CH:16]=1. The catalyst class is: 126. (2) Reactant: [CH3:1][O:2][C:3]1[CH:4]=[C:5]2[C:10](=[CH:11][C:12]=1[O:13][CH3:14])[N:9]=[CH:8][CH:7]=[C:6]2[O:15][C:16]1[CH:21]=[CH:20][C:19]([NH:22][C:23]([C:25]2[C:26](=[O:56])[N:27]([C:50]3[CH:55]=[CH:54][CH:53]=[CH:52][CH:51]=3)[N:28]([CH2:31][C@H:32]([O:34][C:35](=[O:49])[C@@H:36]([NH:38]C(OCC3C=CC=CC=3)=O)[CH3:37])[CH3:33])[C:29]=2[CH3:30])=[O:24])=[CH:18][C:17]=1[F:57]. Product: [CH3:1][O:2][C:3]1[CH:4]=[C:5]2[C:10](=[CH:11][C:12]=1[O:13][CH3:14])[N:9]=[CH:8][CH:7]=[C:6]2[O:15][C:16]1[CH:21]=[CH:20][C:19]([NH:22][C:23]([C:25]2[C:26](=[O:56])[N:27]([C:50]3[CH:51]=[CH:52][CH:53]=[CH:54][CH:55]=3)[N:28]([CH2:31][C@H:32]([O:34][C:35](=[O:49])[C@@H:36]([NH2:38])[CH3:37])[CH3:33])[C:29]=2[CH3:30])=[O:24])=[CH:18][C:17]=1[F:57]. The catalyst class is: 582.